Dataset: Reaction yield outcomes from USPTO patents with 853,638 reactions. Task: Predict the reaction yield, written as a fraction of the theoretical maximum amount of product (1.0 means a 100% yield; for example, 0.34 means a 34% yield). (1) The reactants are C[O:2][C:3]1[CH:8]=[C:7]([C:9]([F:12])([F:11])[F:10])[O:6]C(=O)[CH:4]=1.[CH3:14][O-:15].[Mg+2].[CH3:17][O-:18].Cl. No catalyst specified. The product is [F:10][C:9]([F:12])([F:11])[C:7](=[O:6])[CH2:8][C:3](=[O:2])[CH2:4][C:14]([O:18][CH3:17])=[O:15]. The yield is 0.260. (2) The reactants are [N+]([O-])(O)=O.OS(O)(=O)=O.[CH3:10][C:11]1C=C(C=CC=1)C(O)=O.CC1C([N+]([O-])=O)=C(C([N+]([O-])=O)=CC=1)C(O)=O.[CH3:36][C:37]1[C:38]([N+:49]([O-:51])=[O:50])=[CH:39][C:40]([N+:46]([O-:48])=[O:47])=[C:41]([CH:45]=1)[C:42]([OH:44])=[O:43].O=S(Cl)Cl. The catalyst is CCO. The product is [CH2:10]([O:43][C:42](=[O:44])[C:41]1[CH:45]=[C:37]([CH3:36])[C:38]([N+:49]([O-:51])=[O:50])=[CH:39][C:40]=1[N+:46]([O-:48])=[O:47])[CH3:11]. The yield is 0.200. (3) The reactants are F.F.F.C(N(CC)CC)C.C(N(CC)CC)C.[Si]([O:35][CH2:36][C@H:37]1[O:41][C@@H:40]([N:42]2[CH:49]=[C:48]([CH3:50])[C:46](=[O:47])[NH:45][C:43]2=[O:44])[C@H:39]([O:51][CH2:52][CH2:53][O:54][N:55]([CH3:57])[CH3:56])[C@@H:38]1[OH:58])(C(C)(C)C)(C1C=CC=CC=1)C1C=CC=CC=1.CO. The catalyst is C1COCC1.C(Cl)Cl. The product is [CH3:56][N:55]([CH3:57])[O:54][CH2:53][CH2:52][O:51][C@@H:39]1[C@H:38]([OH:58])[C@@H:37]([CH2:36][OH:35])[O:41][C@H:40]1[N:42]1[CH:49]=[C:48]([CH3:50])[C:46](=[O:47])[NH:45][C:43]1=[O:44]. The yield is 0.925. (4) The reactants are [F:1][C:2]1[C:11]2[CH2:10][N:9]([C@H:12]([CH:16]([CH3:18])[CH3:17])[C:13](O)=[O:14])[C:8](=[O:19])[C:7]3=[CH:20][NH:21][C:5]([C:6]=23)=[N:4][CH:3]=1.[F:22][C:23]1([F:29])[CH2:27][CH2:26][CH:25]([NH2:28])[CH2:24]1.C1C=CC2N(O)N=NC=2C=1.C(Cl)CCl. The catalyst is CN(C)C1C=CN=CC=1.CN(C=O)C. The product is [F:22][C:23]1([F:29])[CH2:27][CH2:26][CH:25]([NH:28][C:13](=[O:14])[C@H:12]([N:9]2[C:8](=[O:19])[C:7]3=[CH:20][NH:21][C:5]4[C:6]3=[C:11]([C:2]([F:1])=[CH:3][N:4]=4)[CH2:10]2)[CH:16]([CH3:17])[CH3:18])[CH2:24]1. The yield is 0.394. (5) The reactants are Br[C:2]1[S:3][CH:4]=[C:5]([Cl:7])[CH:6]=1.[Br-].[CH3:9][C:10]1[N:15]=[C:14]([Zn+])[CH:13]=[CH:12][CH:11]=1.C1COCC1. The catalyst is CCOCC.C1C=CC([P]([Pd]([P](C2C=CC=CC=2)(C2C=CC=CC=2)C2C=CC=CC=2)([P](C2C=CC=CC=2)(C2C=CC=CC=2)C2C=CC=CC=2)[P](C2C=CC=CC=2)(C2C=CC=CC=2)C2C=CC=CC=2)(C2C=CC=CC=2)C2C=CC=CC=2)=CC=1. The product is [Cl:7][C:5]1[CH:6]=[C:2]([C:14]2[CH:13]=[CH:12][CH:11]=[C:10]([CH3:9])[N:15]=2)[S:3][CH:4]=1. The yield is 0.280. (6) The reactants are C1(C([NH:20][C:21]2[CH:28]=[CH:27][CH:26]=[C:25]([F:29])[C:22]=2[CH:23]=[O:24])(C2C=CC=CC=2)C2C=CC=CC=2)C=CC=CC=1.[F:30][C:31]([Si](C)(C)C)([F:33])[F:32].[F-].C([N+](CCCC)(CCCC)CCCC)CCC. The catalyst is C1COCC1. The product is [NH2:20][C:21]1[CH:28]=[CH:27][CH:26]=[C:25]([F:29])[C:22]=1[CH:23]([OH:24])[C:31]([F:33])([F:32])[F:30]. The yield is 0.820.